This data is from Reaction yield outcomes from USPTO patents with 853,638 reactions. The task is: Predict the reaction yield, written as a fraction of the theoretical maximum amount of product (1.0 means a 100% yield; for example, 0.34 means a 34% yield). (1) The reactants are CN(C=O)C.C(Cl)(=O)C(Cl)=O.[C:12]1([CH2:18][S:19]([N:22]2[CH2:26][CH2:25][CH2:24][C@H:23]2[C:27]([NH2:29])=O)(=[O:21])=[O:20])[CH:17]=[CH:16][CH:15]=[CH:14][CH:13]=1.N1C=CC=CC=1. The catalyst is C(#N)C.O. The product is [C:12]1([CH2:18][S:19]([N:22]2[CH2:26][CH2:25][CH2:24][C@H:23]2[C:27]#[N:29])(=[O:20])=[O:21])[CH:13]=[CH:14][CH:15]=[CH:16][CH:17]=1. The yield is 0.800. (2) The reactants are [ClH:1].[OH:2][C:3]([C:34]1[CH:39]=[CH:38][CH:37]=[CH:36][CH:35]=1)([C:28]1[CH:33]=[CH:32][CH:31]=[CH:30][CH:29]=1)[CH:4]1[CH2:9][CH2:8][N:7]([CH2:10][CH2:11][CH2:12][C:13]([C:15]2[CH:20]=[CH:19][C:18]([C:21]([CH3:27])([CH3:26])[C:22]([O:24][CH3:25])=[O:23])=[CH:17][CH:16]=2)=[O:14])[CH2:6][CH2:5]1.[BH4-].[Na+].[OH-].[Na+].Cl. The catalyst is CO. The product is [ClH:1].[OH:2][C:3]([C:28]1[CH:33]=[CH:32][CH:31]=[CH:30][CH:29]=1)([C:34]1[CH:39]=[CH:38][CH:37]=[CH:36][CH:35]=1)[CH:4]1[CH2:9][CH2:8][N:7]([CH2:10][CH2:11][CH2:12][CH:13]([C:15]2[CH:20]=[CH:19][C:18]([C:21]([CH3:27])([CH3:26])[C:22]([O:24][CH3:25])=[O:23])=[CH:17][CH:16]=2)[OH:14])[CH2:6][CH2:5]1. The yield is 0.940.